The task is: Predict the reactants needed to synthesize the given product.. This data is from Full USPTO retrosynthesis dataset with 1.9M reactions from patents (1976-2016). (1) Given the product [CH2:8]([O:15][CH2:16][CH:17]1[C:22]2=[N:23][C:24]([C:29]([NH:31][CH2:32][C:33]3[CH:38]=[CH:37][C:36]([F:39])=[CH:35][CH:34]=3)=[O:30])=[C:25]([OH:28])[C:26](=[O:27])[N:21]2[CH2:20][CH2:19][N:18]1[C:45]([O:44][C:41]([CH3:43])([CH3:42])[CH3:40])=[O:46])[C:9]1[CH:10]=[CH:11][CH:12]=[CH:13][CH:14]=1, predict the reactants needed to synthesize it. The reactants are: FC(F)(F)C([O-])=O.[CH2:8]([O:15][CH2:16][CH:17]1[C:22]2=[N:23][C:24]([C:29]([NH:31][CH2:32][C:33]3[CH:38]=[CH:37][C:36]([F:39])=[CH:35][CH:34]=3)=[O:30])=[C:25]([OH:28])[C:26](=[O:27])[N:21]2[CH2:20][CH2:19][NH2+:18]1)[C:9]1[CH:14]=[CH:13][CH:12]=[CH:11][CH:10]=1.[CH3:40][C:41]([O:44][C:45](O[C:45]([O:44][C:41]([CH3:43])([CH3:42])[CH3:40])=[O:46])=[O:46])([CH3:43])[CH3:42].C. (2) Given the product [NH2:1][C:2]1[C:3]2[C:10]([C:11](=[NH:12])[NH2:13])=[CH:9][N:8]([C@H:14]3[C@@H:15]([N:37]=[N+:38]=[N-:39])[C@H:16]([OH:17])[C@@H:23]([CH2:22][OH:21])[O:24]3)[C:4]=2[N:5]=[CH:6][N:7]=1, predict the reactants needed to synthesize it. The reactants are: [NH2:1][C:2]1[C:3]2[C:10]([C:11](=[NH:13])[NH2:12])=[CH:9][N:8]([C@@H:14]3[O:24][C@H:23]4[C@@H:16]([O:17][Si](C(C)C)(C(C)C)O[Si](C(C)C)(C(C)C)[O:21][CH2:22]4)[C@@H:15]3[N:37]=[N+:38]=[N-:39])[C:4]=2[N:5]=[CH:6][N:7]=1.CCCC[N+](CCCC)(CCCC)CCCC.[F-]. (3) Given the product [O:68]=[C:67]1[CH2:69][CH2:70][C:71](=[O:72])[N:66]1[O:5][C:6](=[O:52])[C@@H:7]([NH:13][C:14](=[O:51])[CH2:15][CH2:16][C@@H:17]([C:44]([O:46][C:47]([CH3:49])([CH3:48])[CH3:50])=[O:45])[NH:18][C:19](=[O:43])[CH2:20][CH2:21][CH2:22][CH2:23][CH2:24][CH2:25][CH2:26][CH2:27][CH2:28][CH2:29][CH2:30][CH2:31][CH2:32][CH2:33][CH2:34][CH2:35][C:36]([O:38][C:39]([CH3:42])([CH3:41])[CH3:40])=[O:37])[CH2:8][CH2:9][C:10]([O:12][C:79]([CH3:81])([CH3:83])[CH3:80])=[O:11], predict the reactants needed to synthesize it. The reactants are: C([O:5][C:6](=[O:52])[C@@H:7]([NH:13][C:14](=[O:51])[CH2:15][CH2:16][C@@H:17]([C:44]([O:46][C:47]([CH3:50])([CH3:49])[CH3:48])=[O:45])[NH:18][C:19](=[O:43])[CH2:20][CH2:21][CH2:22][CH2:23][CH2:24][CH2:25][CH2:26][CH2:27][CH2:28][CH2:29][CH2:30][CH2:31][CH2:32][CH2:33][CH2:34][CH2:35][C:36]([O:38][C:39]([CH3:42])([CH3:41])[CH3:40])=[O:37])[CH2:8][CH2:9][C:10]([OH:12])=[O:11])(C)(C)C.[B-](F)(F)(F)F.CN(C(O[N:66]1[C:71](=[O:72])[CH2:70][CH2:69][C:67]1=[O:68])=[N+](C)C)C.CCN([CH:79]([CH3:81])[CH3:80])C(C)C.Cl.[C:83](#N)C. (4) Given the product [N:13]1[C:5]2[N:16]=[CH:17][CH:18]=[C:7]([OH:8])[C:6]=2[CH:10]=[CH:11][CH:12]=1, predict the reactants needed to synthesize it. The reactants are: COC(OC)C[C:5]1[N:13]=[CH:12][CH:11]=[CH:10][C:6]=1[C:7](N)=[O:8].[NH+:16]1C=CC=[CH:18][CH:17]=1.C1(C)C=CC(S([O-])(=O)=O)=CC=1.